Dataset: Peptide-MHC class I binding affinity with 185,985 pairs from IEDB/IMGT. Task: Regression. Given a peptide amino acid sequence and an MHC pseudo amino acid sequence, predict their binding affinity value. This is MHC class I binding data. (1) The peptide sequence is AAVEDEDFW. The MHC is HLA-B58:01 with pseudo-sequence HLA-B58:01. The binding affinity (normalized) is 0.563. (2) The peptide sequence is KEAVNHFHL. The MHC is HLA-B46:01 with pseudo-sequence HLA-B46:01. The binding affinity (normalized) is 0.0847. (3) The peptide sequence is LVHFLLLKY. The MHC is HLA-A03:01 with pseudo-sequence HLA-A03:01. The binding affinity (normalized) is 0.547. (4) The peptide sequence is LEYFQFVKKLL. The MHC is HLA-C04:01 with pseudo-sequence HLA-C04:01. The binding affinity (normalized) is 0.0847. (5) The peptide sequence is LERTSKASLER. The MHC is HLA-A68:01 with pseudo-sequence HLA-A68:01. The binding affinity (normalized) is 0.176.